Predict the reactants needed to synthesize the given product. From a dataset of Full USPTO retrosynthesis dataset with 1.9M reactions from patents (1976-2016). Given the product [N+:12]([C:11]1[C:2]([NH:1][C:30](=[O:31])[C:29]([F:43])([F:42])[C:28]([F:45])([F:44])[F:27])=[C:3]([CH:8]=[CH:9][CH:10]=1)[C:4]([NH2:22])=[O:6])([O-:14])=[O:13], predict the reactants needed to synthesize it. The reactants are: [NH2:1][C:2]1[C:11]([N+:12]([O-:14])=[O:13])=[CH:10][CH:9]=[CH:8][C:3]=1[C:4]([O:6]C)=O.O1CCCC1.C([N:22](CC)CC)C.[F:27][C:28]([F:45])([F:44])[C:29]([F:43])([F:42])[C:30](O[C:30](=[O:31])[C:29]([F:43])([F:42])[C:28]([F:45])([F:44])[F:27])=[O:31].